From a dataset of Forward reaction prediction with 1.9M reactions from USPTO patents (1976-2016). Predict the product of the given reaction. (1) Given the reactants [CH:1]([C:4]1[CH:8]=[C:7]([C:9]([OH:11])=O)[NH:6][N:5]=1)([CH3:3])[CH3:2].Cl.Cl.[F:14][C:15]1[CH:20]=[CH:19][C:18]([C:21](=[O:29])[CH2:22][N:23]2[CH2:28][CH2:27][NH:26][CH2:25][CH2:24]2)=[CH:17][CH:16]=1, predict the reaction product. The product is: [F:14][C:15]1[CH:20]=[CH:19][C:18]([C:21](=[O:29])[CH2:22][N:23]2[CH2:24][CH2:25][N:26]([C:9]([C:7]3[NH:6][N:5]=[C:4]([CH:1]([CH3:2])[CH3:3])[CH:8]=3)=[O:11])[CH2:27][CH2:28]2)=[CH:17][CH:16]=1. (2) Given the reactants [CH3:1][O:2][C:3]1[CH:8]=[CH:7][C:6]([O:9][CH3:10])=[CH:5][C:4]=1[S:11]([NH:14][C@@H:15]1[CH2:19][CH2:18][N:17]([C:20]([O:22][C:23]([CH3:26])([CH3:25])[CH3:24])=[O:21])[CH2:16]1)(=[O:13])=[O:12].[H-].[Na+].Br[CH2:30][CH:31]([CH3:33])[CH3:32], predict the reaction product. The product is: [CH3:1][O:2][C:3]1[CH:8]=[CH:7][C:6]([O:9][CH3:10])=[CH:5][C:4]=1[S:11]([N:14]([CH2:30][CH:31]([CH3:33])[CH3:32])[C@@H:15]1[CH2:19][CH2:18][N:17]([C:20]([O:22][C:23]([CH3:26])([CH3:25])[CH3:24])=[O:21])[CH2:16]1)(=[O:12])=[O:13]. (3) Given the reactants C[O:2][C:3]([C:5]1[C:6]([CH:25]([CH3:27])[CH3:26])=[N:7][C:8]2[C:13]([C:14]=1[C:15]1[CH:20]=[CH:19][C:18]([F:21])=[C:17]([Cl:22])[CH:16]=1)=[CH:12][C:11]([Cl:23])=[CH:10][C:9]=2[Cl:24])=[O:4].[I-].[Li+], predict the reaction product. The product is: [Cl:23][C:11]1[CH:12]=[C:13]2[C:8](=[C:9]([Cl:24])[CH:10]=1)[N:7]=[C:6]([CH:25]([CH3:26])[CH3:27])[C:5]([C:3]([OH:4])=[O:2])=[C:14]2[C:15]1[CH:20]=[CH:19][C:18]([F:21])=[C:17]([Cl:22])[CH:16]=1. (4) Given the reactants C(OC(=O)[NH:7][C:8]1[CH:13]=[CH:12][C:11]([NH:14][C:15]2[CH:20]=[C:19]([C:21]3[CH:26]=[CH:25][C:24]([F:27])=[CH:23][CH:22]=3)[N:18]=[CH:17][N:16]=2)=[CH:10][CH:9]=1)(C)(C)C.Cl, predict the reaction product. The product is: [F:27][C:24]1[CH:23]=[CH:22][C:21]([C:19]2[N:18]=[CH:17][N:16]=[C:15]([NH:14][C:11]3[CH:12]=[CH:13][C:8]([NH2:7])=[CH:9][CH:10]=3)[CH:20]=2)=[CH:26][CH:25]=1. (5) Given the reactants [CH2:1]([OH:5])[CH2:2][C:3]#[CH:4].C(N(CC)CC)C.[Cl:13][C:14]1[CH:19]=[CH:18][C:17]([S:20](Cl)(=[O:22])=[O:21])=[CH:16][CH:15]=1, predict the reaction product. The product is: [CH2:1]([O:5][S:20]([C:17]1[CH:18]=[CH:19][C:14]([Cl:13])=[CH:15][CH:16]=1)(=[O:22])=[O:21])[CH2:2][C:3]#[CH:4]. (6) Given the reactants [NH2:1][C:2]1[C:11]2[C:6](=[CH:7][CH:8]=[CH:9][C:10]=2[O:12][CH2:13][C:14]([NH2:17])([CH3:16])[CH3:15])[N:5]=[C:4]([CH3:18])[C:3]=1[C:19]([O:21][CH2:22][CH3:23])=[O:20].[CH:24]1([C:28](O)=[O:29])[CH2:27][CH2:26][CH2:25]1, predict the reaction product. The product is: [NH2:1][C:2]1[C:11]2[C:6](=[CH:7][CH:8]=[CH:9][C:10]=2[O:12][CH2:13][C:14]([NH:17][C:28]([CH:24]2[CH2:27][CH2:26][CH2:25]2)=[O:29])([CH3:16])[CH3:15])[N:5]=[C:4]([CH3:18])[C:3]=1[C:19]([O:21][CH2:22][CH3:23])=[O:20].